From a dataset of Catalyst prediction with 721,799 reactions and 888 catalyst types from USPTO. Predict which catalyst facilitates the given reaction. Reactant: ClC1C=CC=C(F)C=1C(NCC1(CC2CC2)CCNCC1)=O.[F:23][C:24]([F:30])([F:29])[S:25]([O-:28])(=[O:27])=[O:26].[CH3:31][C:32]1[N:33](S(N2C=CN=C2C)(=O)=O)[CH:34]=[CH:35][N+:36]=1[CH3:37].O(C)S(C(F)(F)F)(=O)=O. Product: [F:23][C:24]([F:30])([F:29])[S:25]([O-:28])(=[O:27])=[O:26].[CH3:31][C:32]1[NH:33][CH:34]=[CH:35][N+:36]=1[CH3:37]. The catalyst class is: 291.